This data is from Forward reaction prediction with 1.9M reactions from USPTO patents (1976-2016). The task is: Predict the product of the given reaction. (1) Given the reactants [NH2:1][CH2:2][CH2:3][C:4]([OH:6])=[O:5].[C:7]1(=O)[O:12][C:10](=[O:11])[CH:9]=[CH:8]1.O[N:15]1[C:19](=[O:20])[CH2:18][CH2:17][C:16]1=[O:21].C1(N=C=NC2CCCCC2)CCCCC1, predict the reaction product. The product is: [C:7]1(=[O:12])[N:1]([CH2:2][CH2:3][C:4]([O:6][N:15]2[C:19](=[O:20])[CH2:18][CH2:17][C:16]2=[O:21])=[O:5])[C:10](=[O:11])[CH:9]=[CH:8]1. (2) The product is: [Cl:2][C:3]1[CH:4]=[C:5]([N:13]2[C:19]([C:21]3[CH:26]=[CH:25][C:24]([C:27]4[N:28]=[CH:29][S:30][CH:31]=4)=[C:23]([CH3:32])[CH:22]=3)=[CH:18][C:17]([C:16]([F:35])([F:34])[F:15])=[N:14]2)[CH:6]=[CH:7][C:8]=1[S:9]([NH2:10])(=[O:11])=[O:12]. Given the reactants Cl.[Cl:2][C:3]1[CH:4]=[C:5]([NH:13][NH2:14])[CH:6]=[CH:7][C:8]=1[S:9](=[O:12])(=[O:11])[NH2:10].[F:15][C:16]([F:35])([F:34])[C:17](=O)[CH2:18][C:19]([C:21]1[CH:26]=[CH:25][C:24]([C:27]2[N:28]=[CH:29][S:30][CH:31]=2)=[C:23]([CH3:32])[CH:22]=1)=O, predict the reaction product. (3) Given the reactants O[C:2]1([C:14]2[CH:19]=[CH:18][C:17]([O:20]CC3C=CC=CC=3)=[CH:16][CH:15]=2)[CH2:6][CH2:5][CH2:4][CH:3]1[NH:7][S:8]([CH:11]([CH3:13])[CH3:12])(=[O:10])=[O:9], predict the reaction product. The product is: [OH:20][C:17]1[CH:16]=[CH:15][C:14]([C:2]2[CH:3]([NH:7][S:8]([CH:11]([CH3:13])[CH3:12])(=[O:10])=[O:9])[CH2:4][CH2:5][CH:6]=2)=[CH:19][CH:18]=1. (4) Given the reactants [CH3:1][C:2]1[CH:3]=[C:4]([CH:18]=[CH:19][C:20]=1[CH3:21])[C:5]([C:7]1[C:16](=[O:17])[C:15]2[C:10](=[CH:11][CH:12]=[CH:13][N:14]=2)[NH:9][CH:8]=1)=[O:6].[H-].[Na+].[Br:24][C:25]1[CH:30]=[CH:29][CH:28]=[C:27]([CH2:31]Br)[N:26]=1.O, predict the reaction product. The product is: [Br:24][C:25]1[N:26]=[C:27]([CH2:31][N:9]2[C:10]3[C:15](=[N:14][CH:13]=[CH:12][CH:11]=3)[C:16](=[O:17])[C:7]([C:5](=[O:6])[C:4]3[CH:18]=[CH:19][C:20]([CH3:21])=[C:2]([CH3:1])[CH:3]=3)=[CH:8]2)[CH:28]=[CH:29][CH:30]=1. (5) Given the reactants [N:1]1([CH:6]2[CH2:11][CH2:10][N:9]([S:12]([C:15]3[CH:16]=[CH:17][C:18]([C:21]#[N:22])=[N:19][CH:20]=3)(=[O:14])=[O:13])[CH2:8][CH2:7]2)[CH2:5][CH2:4][CH2:3][CH2:2]1.[OH-].[NH4+].[H][H], predict the reaction product. The product is: [N:1]1([CH:6]2[CH2:7][CH2:8][N:9]([S:12]([C:15]3[CH:16]=[CH:17][C:18]([CH2:21][NH2:22])=[N:19][CH:20]=3)(=[O:14])=[O:13])[CH2:10][CH2:11]2)[CH2:2][CH2:3][CH2:4][CH2:5]1. (6) Given the reactants [NH:1]1[C:10]2[C:5](=[CH:6][CH:7]=[CH:8][CH:9]=2)[C:4](=[O:11])[CH2:3][CH2:2]1.[Br:12]N1C(=O)CCC1=O, predict the reaction product. The product is: [Br:12][C:7]1[CH:6]=[C:5]2[C:10](=[CH:9][CH:8]=1)[NH:1][CH2:2][CH2:3][C:4]2=[O:11]. (7) Given the reactants Cl.[N:2]1[C:12]2[C:11]3[S:13][C:14]([C:16]4[CH:30]=[CH:29][C:19]([CH2:20][NH:21]C(=O)OC(C)(C)C)=[CH:18][CH:17]=4)=[CH:15][C:10]=3[CH2:9][CH2:8][O:7][C:6]=2[CH:5]=[CH:4][CH:3]=1, predict the reaction product. The product is: [N:2]1[C:12]2[C:11]3[S:13][C:14]([C:16]4[CH:30]=[CH:29][C:19]([CH2:20][NH2:21])=[CH:18][CH:17]=4)=[CH:15][C:10]=3[CH2:9][CH2:8][O:7][C:6]=2[CH:5]=[CH:4][CH:3]=1.